From a dataset of Reaction yield outcomes from USPTO patents with 853,638 reactions. Predict the reaction yield, written as a fraction of the theoretical maximum amount of product (1.0 means a 100% yield; for example, 0.34 means a 34% yield). (1) The reactants are [NH2:1][C:2]1[N:7]=[C:6]([Cl:8])[C:5]([NH:9][CH:10]=O)=[C:4](Cl)[N:3]=1.COC1C=CC(P2(SP(C3C=CC(OC)=CC=3)(=S)S2)=[S:22])=CC=1. The catalyst is C1COCC1. The product is [Cl:8][C:6]1[C:5]2[N:9]=[CH:10][S:22][C:4]=2[N:3]=[C:2]([NH2:1])[N:7]=1. The yield is 0.934. (2) The reactants are [Br:1][C:2]1[CH:7]=[CH:6][C:5]([NH:8][C:9]2[N:14]=[CH:13][N:12]=[C:11]([NH:15][C:16]3[CH:17]=[C:18]([NH:22]C(=O)OC(C)(C)C)[CH:19]=[CH:20][CH:21]=3)[CH:10]=2)=[C:4]([F:30])[CH:3]=1. The catalyst is Cl.O1CCOCC1. The product is [Br:1][C:2]1[CH:7]=[CH:6][C:5]([NH:8][C:9]2[N:14]=[CH:13][N:12]=[C:11]([NH:15][C:16]3[CH:17]=[C:18]([NH2:22])[CH:19]=[CH:20][CH:21]=3)[CH:10]=2)=[C:4]([F:30])[CH:3]=1. The yield is 1.00.